From a dataset of Forward reaction prediction with 1.9M reactions from USPTO patents (1976-2016). Predict the product of the given reaction. (1) Given the reactants [CH3:1][C:2]1[C:7]([CH2:8][NH2:9])=[CH:6][CH:5]=[C:4]([N:10]2[CH2:14][CH2:13][C:12]([C:19]3[CH:24]=[C:23]([Cl:25])[C:22]([Cl:26])=[C:21]([Cl:27])[CH:20]=3)([C:15]([F:18])([F:17])[F:16])[CH2:11]2)[N:3]=1.C(N(CC)CC)C.[C:35](O[C:35](=[O:38])[CH2:36][CH3:37])(=[O:38])[CH2:36][CH3:37], predict the reaction product. The product is: [CH3:1][C:2]1[C:7]([CH2:8][NH:9][C:35](=[O:38])[CH2:36][CH3:37])=[CH:6][CH:5]=[C:4]([N:10]2[CH2:14][CH2:13][C:12]([C:19]3[CH:20]=[C:21]([Cl:27])[C:22]([Cl:26])=[C:23]([Cl:25])[CH:24]=3)([C:15]([F:17])([F:18])[F:16])[CH2:11]2)[N:3]=1. (2) Given the reactants [CH3:1][C:2]1[C:10]2[C:5](=[CH:6][CH:7]=[C:8]([N:11](C(OC(C)(C)C)=O)[NH:12]C(OC(C)(C)C)=O)[CH:9]=2)[CH2:4][CH:3]=1.[C:27]([O:33]CC)(=O)[CH2:28][C:29]([CH3:31])=O.Cl, predict the reaction product. The product is: [CH3:31][C:29]1[CH2:28][C:27](=[O:33])[N:11]([C:8]2[CH:9]=[C:10]3[C:5](=[CH:6][CH:7]=2)[CH2:4][CH2:3][CH:2]3[CH3:1])[N:12]=1. (3) Given the reactants [C:1]1([OH:7])[CH:6]=[CH:5][CH:4]=[CH:3][CH:2]=1.Br[C:9]([CH3:16])([CH3:15])[C:10]([O:12][CH2:13][CH3:14])=[O:11].C([O-])([O-])=O.[Cs+].[Cs+], predict the reaction product. The product is: [CH3:15][C:9]([O:7][C:1]1[CH:6]=[CH:5][CH:4]=[CH:3][CH:2]=1)([CH3:16])[C:10]([O:12][CH2:13][CH3:14])=[O:11]. (4) Given the reactants [CH3:1][O:2][C:3]1[CH:10]=[CH:9][C:6]([CH2:7][OH:8])=[CH:5][CH:4]=1.[H-].[Na+].[NH2:13][C:14]1[C:23](Cl)=[N:22][C:21]2[C:16](=[CH:17][CH:18]=[CH:19][CH:20]=2)[N:15]=1, predict the reaction product. The product is: [NH2:13][C:14]1[C:23]([O:8][CH2:7][C:6]2[CH:9]=[CH:10][C:3]([O:2][CH3:1])=[CH:4][CH:5]=2)=[N:22][C:21]2[C:16](=[CH:17][CH:18]=[CH:19][CH:20]=2)[N:15]=1. (5) Given the reactants [C:1](O)(=[O:9])[C:2]1[C:3](=[CH:5][CH:6]=[CH:7][CH:8]=1)[SH:4].[F:11][C:12]1[CH:17]=[CH:16][C:15]([OH:18])=[CH:14][CH:13]=1, predict the reaction product. The product is: [F:11][C:12]1[C:17]2[C:1](=[O:9])[C:2]3[C:3](=[CH:5][CH:6]=[CH:7][CH:8]=3)[S:4][C:16]=2[C:15]([OH:18])=[CH:14][CH:13]=1. (6) Given the reactants Cl[CH:2]([C:14]1[CH:19]=[CH:18][CH:17]=[CH:16][CH:15]=1)[C:3]([C:5]1[C:13]2[C:8](=[CH:9][CH:10]=[CH:11][CH:12]=2)[NH:7][CH:6]=1)=[O:4].[NH2:20][C:21]1[CH:22]=[C:23]([CH:29]=[CH:30][CH:31]=1)[C:24]([O:26][CH2:27][CH3:28])=[O:25].CCN(C(C)C)C(C)C, predict the reaction product. The product is: [NH:7]1[C:8]2[C:13](=[CH:12][CH:11]=[CH:10][CH:9]=2)[C:5]([C:3](=[O:4])[CH:2]([NH:20][C:21]2[CH:22]=[C:23]([CH:29]=[CH:30][CH:31]=2)[C:24]([O:26][CH2:27][CH3:28])=[O:25])[C:14]2[CH:19]=[CH:18][CH:17]=[CH:16][CH:15]=2)=[CH:6]1. (7) Given the reactants [C:1]([C:5]1[CH:38]=[CH:37][C:8]([C:9]([NH:11][C:12]2[CH:36]=[CH:35][CH:34]=[CH:33][C:13]=2[C:14]([NH:16][C:17]2[CH:25]=[C:24]3[C:20]([CH:21]=[N:22][N:23]3C(OC(C)(C)C)=O)=[CH:19][CH:18]=2)=[O:15])=[O:10])=[CH:7][CH:6]=1)([CH3:4])([CH3:3])[CH3:2].C(O)(C(F)(F)F)=O, predict the reaction product. The product is: [C:1]([C:5]1[CH:38]=[CH:37][C:8]([C:9]([NH:11][C:12]2[CH:36]=[CH:35][CH:34]=[CH:33][C:13]=2[C:14]([NH:16][C:17]2[CH:25]=[C:24]3[C:20]([CH:21]=[N:22][NH:23]3)=[CH:19][CH:18]=2)=[O:15])=[O:10])=[CH:7][CH:6]=1)([CH3:4])([CH3:2])[CH3:3]. (8) Given the reactants [Cl:1][C:2]1[CH:7]=[C:6](I)[C:5]([Cl:9])=[CH:4][N:3]=1.[NH2:10][C:11]1[C:16]2[C:17](=[O:23])[N:18]([CH3:22])[CH2:19][CH2:20][O:21][C:15]=2[CH:14]=[CH:13][CH:12]=1.CC1(C)C2C=CC=C(P(C3C=CC=CC=3)C3C=CC=CC=3)C=2OC2C1=CC=CC=2P(C1C=CC=CC=1)C1C=CC=CC=1.C(=O)([O-])[O-].[Cs+].[Cs+], predict the reaction product. The product is: [Cl:1][C:2]1[CH:7]=[C:6]([NH:10][C:11]2[C:16]3[C:17](=[O:23])[N:18]([CH3:22])[CH2:19][CH2:20][O:21][C:15]=3[CH:14]=[CH:13][CH:12]=2)[C:5]([Cl:9])=[CH:4][N:3]=1. (9) Given the reactants [N:1]([C:4]([C:6]1[CH:15]=[CH:14][C:9]([C:10]([O:12][CH3:13])=[O:11])=[C:8]([O:16][CH3:17])[CH:7]=1)=[O:5])=[C:2]=[O:3].[Cl:18][C:19]1[CH:24]=[CH:23][CH:22]=[C:21]([Cl:25])[C:20]=1[NH:26][NH:27][C:28]([O:30][C:31]([CH3:34])([CH3:33])[CH3:32])=[O:29], predict the reaction product. The product is: [Cl:18][C:19]1[CH:24]=[CH:23][CH:22]=[C:21]([Cl:25])[C:20]=1[N:26]([C:2](=[O:3])[NH:1][C:4](=[O:5])[C:6]1[CH:15]=[CH:14][C:9]([C:10]([O:12][CH3:13])=[O:11])=[C:8]([O:16][CH3:17])[CH:7]=1)[NH:27][C:28]([O:30][C:31]([CH3:34])([CH3:33])[CH3:32])=[O:29].